This data is from Reaction yield outcomes from USPTO patents with 853,638 reactions. The task is: Predict the reaction yield, written as a fraction of the theoretical maximum amount of product (1.0 means a 100% yield; for example, 0.34 means a 34% yield). (1) The reactants are [NH2:1][C:2]1[C:3]([C:7]2[N:8]([C:16]3[CH:21]=[CH:20][C:19]([OH:22])=[CH:18][CH:17]=3)[C:9]3[CH:14]=[CH:13][N:12]=[CH:11][C:10]=3[N:15]=2)=[N:4][O:5][N:6]=1.[H-].[Na+].Br[CH2:26][CH2:27][N:28]([CH2:31][CH3:32])[CH2:29][CH3:30].O. The catalyst is CN(C=O)C.CCOC(C)=O. The product is [CH2:27]([N:28]([CH2:31][CH3:32])[CH2:29][CH2:30][O:22][C:19]1[CH:20]=[CH:21][C:16]([N:8]2[C:9]3[CH:14]=[CH:13][N:12]=[CH:11][C:10]=3[N:15]=[C:7]2[C:3]2[C:2]([NH2:1])=[N:6][O:5][N:4]=2)=[CH:17][CH:18]=1)[CH3:26]. The yield is 0.170. (2) The reactants are [NH2:1][C:2]1[S:3][C:4]2[C:10]([N:11]3[CH2:16][CH2:15][O:14][CH2:13][CH2:12]3)=[CH:9][CH:8]=[C:7]([O:17][CH3:18])[C:5]=2[N:6]=1.[C:19](Cl)(Cl)=[O:20].[NH:23]1[CH2:28][CH2:27][O:26][CH2:25][CH2:24]1. No catalyst specified. The product is [CH3:18][O:17][C:7]1[C:5]2[N:6]=[C:2]([NH:1][C:19]([N:23]3[CH2:28][CH2:27][O:26][CH2:25][CH2:24]3)=[O:20])[S:3][C:4]=2[C:10]([N:11]2[CH2:16][CH2:15][O:14][CH2:13][CH2:12]2)=[CH:9][CH:8]=1. The yield is 0.250. (3) The reactants are [CH3:1][C@@:2]12[C:9]([CH3:11])([CH3:10])[CH:6]([CH2:7][CH2:8]1)[C:5](=[O:12])[CH2:4][C:3]2=[O:13].C(N(CC)CC)C.[N+:21]([C:24]1[CH:25]=[C:26]([N:30]=[C:31]=[O:32])[CH:27]=[CH:28][CH:29]=1)([O-:23])=[O:22].Cl. The catalyst is CN(C)C1C=CN=CC=1.ClCCl. The product is [N+:21]([C:24]1[CH:25]=[C:26]([NH:30][C:31]([CH:4]2[C:5](=[O:12])[CH:6]3[C:9]([CH3:10])([CH3:11])[C@:2]([CH3:1])([CH2:8][CH2:7]3)[C:3]2=[O:13])=[O:32])[CH:27]=[CH:28][CH:29]=1)([O-:23])=[O:22]. The yield is 0.290. (4) The reactants are [CH3:1][O:2][C:3]1[CH:4]=[C:5]([N:12]2[CH2:17][CH2:16][N:15]([CH2:18][CH:19]([CH3:21])[CH3:20])[CH2:14][CH2:13]2)[CH:6]=[CH:7][C:8]=1[N+:9]([O-])=O.O.NN. The catalyst is CO. The product is [CH3:1][O:2][C:3]1[CH:4]=[C:5]([N:12]2[CH2:13][CH2:14][N:15]([CH2:18][CH:19]([CH3:21])[CH3:20])[CH2:16][CH2:17]2)[CH:6]=[CH:7][C:8]=1[NH2:9]. The yield is 0.830. (5) The reactants are Br[C:2]1[CH:3]=[CH:4][C:5]([CH3:34])=[C:6]([NH:8][C:9](=[O:33])[C:10]2[CH:15]=[CH:14][C:13]([NH:16][C:17]3[N:26]=[C:25]([C:27]4[CH:32]=[CH:31][CH:30]=[CH:29][CH:28]=4)[C:24]4[C:19](=[CH:20][CH:21]=[CH:22][CH:23]=4)[N:18]=3)=[CH:12][CH:11]=2)[CH:7]=1.[N:35]1[N:36](B(O)O)[CH:37]=[CH:38][CH:39]=1.C(=O)([O-])[O-].[K+].[K+]. The catalyst is O1CCOCC1.C1C=CC([P]([Pd]([P](C2C=CC=CC=2)(C2C=CC=CC=2)C2C=CC=CC=2)([P](C2C=CC=CC=2)(C2C=CC=CC=2)C2C=CC=CC=2)[P](C2C=CC=CC=2)(C2C=CC=CC=2)C2C=CC=CC=2)(C2C=CC=CC=2)C2C=CC=CC=2)=CC=1. The product is [CH3:34][C:5]1[CH:4]=[CH:3][C:2]([C:37]2[NH:36][N:35]=[CH:39][CH:38]=2)=[CH:7][C:6]=1[NH:8][C:9](=[O:33])[C:10]1[CH:11]=[CH:12][C:13]([NH:16][C:17]2[N:26]=[C:25]([C:27]3[CH:32]=[CH:31][CH:30]=[CH:29][CH:28]=3)[C:24]3[C:19](=[CH:20][CH:21]=[CH:22][CH:23]=3)[N:18]=2)=[CH:14][CH:15]=1. The yield is 0.690. (6) The reactants are CC1(C)COB(B2OCC(C)(C)CO2)OC1.C([O-])(=O)C.[K+].Br[C:23]1[CH:28]=[CH:27][C:26]([CH:29]2[CH2:34][CH2:33][N:32]([C:35](=[O:37])[CH3:36])[CH2:31][CH2:30]2)=[CH:25][CH:24]=1.Br[C:39]1[CH:40]=[C:41]2[C:45](=[CH:46][C:47]=1[Cl:48])[NH:44][N:43]=[C:42]2[C:49]([OH:51])=[O:50].C(=O)([O-])[O-].[K+].[K+]. The catalyst is O1CCOCC1.C1(C)C=CC=CC=1.CCO.C1C=CC(P(C2C=CC=CC=2)[C-]2C=CC=C2)=CC=1.C1C=CC(P(C2C=CC=CC=2)[C-]2C=CC=C2)=CC=1.Cl[Pd]Cl.[Fe+2].ClCCl. The product is [C:35]([N:32]1[CH2:33][CH2:34][CH:29]([C:26]2[CH:27]=[CH:28][C:23]([C:39]3[CH:40]=[C:41]4[C:45](=[CH:46][C:47]=3[Cl:48])[NH:44][N:43]=[C:42]4[C:49]([OH:51])=[O:50])=[CH:24][CH:25]=2)[CH2:30][CH2:31]1)(=[O:37])[CH3:36]. The yield is 0.150. (7) The reactants are NC1(C2C=CC(C3C(=O)C4C(=CC=C(F)C=4)OC=3C3C=CC=CC=3)=CC=2)CCC1.C(OC(=O)[NH:36][C:37]1([C:41]2[CH:46]=[CH:45][C:44]([C:47]3[C:56](=[O:57])[C:55]4[C:50](=[CH:51][C:52]([C:58]5[NH:59][N:60]=[CH:61][CH:62]=5)=[CH:53][CH:54]=4)[O:49][C:48]=3[C:63]3[CH:68]=[CH:67][CH:66]=[CH:65][CH:64]=3)=[CH:43][CH:42]=2)[CH2:40][CH2:39][CH2:38]1)(C)(C)C. No catalyst specified. The product is [NH2:36][C:37]1([C:41]2[CH:42]=[CH:43][C:44]([C:47]3[C:56](=[O:57])[C:55]4[C:50](=[CH:51][C:52]([C:58]5[NH:59][N:60]=[CH:61][CH:62]=5)=[CH:53][CH:54]=4)[O:49][C:48]=3[C:63]3[CH:68]=[CH:67][CH:66]=[CH:65][CH:64]=3)=[CH:45][CH:46]=2)[CH2:40][CH2:39][CH2:38]1. The yield is 0.920.